Dataset: Full USPTO retrosynthesis dataset with 1.9M reactions from patents (1976-2016). Task: Predict the reactants needed to synthesize the given product. Given the product [N:1]1([CH2:6][CH2:7][N:8]2[CH:12]=[C:11]([NH:13][C:14]3[N:19]=[C:18]4[C:17]([N:30]=[CH:31][N:20]4[C:21]4[CH:26]=[CH:25][C:24]([O:27][CH2:28][CH3:29])=[CH:23][CH:22]=4)=[CH:16][N:15]=3)[CH:10]=[N:9]2)[CH:5]=[CH:4][CH:3]=[N:2]1, predict the reactants needed to synthesize it. The reactants are: [N:1]1([CH2:6][CH2:7][N:8]2[CH:12]=[C:11]([NH:13][C:14]3[N:19]=[C:18]([NH:20][C:21]4[CH:26]=[CH:25][C:24]([O:27][CH2:28][CH3:29])=[CH:23][CH:22]=4)[C:17]([NH2:30])=[CH:16][N:15]=3)[CH:10]=[N:9]2)[CH:5]=[CH:4][CH:3]=[N:2]1.[CH:31](OC)(OC)OC.